From a dataset of Full USPTO retrosynthesis dataset with 1.9M reactions from patents (1976-2016). Predict the reactants needed to synthesize the given product. Given the product [CH3:4][C:1]([O:5][C:6](=[O:7])[NH:8][C@@H:9]([CH2:15][C:16]1[CH:21]=[CH:20][CH:19]=[CH:18][CH:17]=1)[CH:10]([OH:14])[C:11]([NH:23][CH2:27][CH3:26])=[O:13])([CH3:2])[CH3:3], predict the reactants needed to synthesize it. The reactants are: [C:1]([O:5][C:6]([NH:8][C@@H:9]([CH2:15][C:16]1[CH:21]=[CH:20][CH:19]=[CH:18][CH:17]=1)[C@H:10]([OH:14])[C:11]([OH:13])=O)=[O:7])([CH3:4])([CH3:3])[CH3:2].O[N:23]1[C:27]2C=CC=C[C:26]=2N=N1.Cl.C(N=C=NCCCN(C)C)C.C(N)C.